From a dataset of Forward reaction prediction with 1.9M reactions from USPTO patents (1976-2016). Predict the product of the given reaction. (1) Given the reactants Cl[C:2]1[CH:11]=[C:10]2[C:5]([C:6]([C:15]3[CH:20]=[CH:19][C:18]([F:21])=[CH:17][CH:16]=3)=[C:7]([CH3:14])[C:8]([CH3:13])([CH3:12])[O:9]2)=[CH:4][CH:3]=1.[C:22](=[O:29])([O:24][C:25]([CH3:28])([CH3:27])[CH3:26])[NH2:23], predict the reaction product. The product is: [F:21][C:18]1[CH:19]=[CH:20][C:15]([C:6]2[C:5]3[C:10](=[CH:11][C:2]([NH:23][C:22](=[O:29])[O:24][C:25]([CH3:28])([CH3:27])[CH3:26])=[CH:3][CH:4]=3)[O:9][C:8]([CH3:13])([CH3:12])[C:7]=2[CH3:14])=[CH:16][CH:17]=1. (2) The product is: [CH3:1][O:2][C:3](=[O:13])[C:4]1[CH:9]=[C:8]([O:10][CH3:14])[C:7]([Cl:11])=[C:6]([OH:12])[CH:5]=1. Given the reactants [CH3:1][O:2][C:3](=[O:13])[C:4]1[CH:9]=[C:8]([OH:10])[C:7]([Cl:11])=[C:6]([OH:12])[CH:5]=1.[C:14](=O)([O-])[O-].[K+].[K+].IC, predict the reaction product. (3) Given the reactants [F:1][C:2]1[CH:3]=[CH:4][C:5]2[N:6]([C:8]([C:11]3[N:16]=[C:15]([O:17]C)[CH:14]=[CH:13][N:12]=3)=[CH:9][N:10]=2)[CH:7]=1.[OH-].[K+], predict the reaction product. The product is: [F:1][C:2]1[CH:3]=[CH:4][C:5]2[N:6]([C:8]([C:11]3[N:16]=[C:15]([OH:17])[CH:14]=[CH:13][N:12]=3)=[CH:9][N:10]=2)[CH:7]=1.